Dataset: Catalyst prediction with 721,799 reactions and 888 catalyst types from USPTO. Task: Predict which catalyst facilitates the given reaction. (1) Reactant: [C:1]([C:3]1[CH2:8][C:7]([O:11][CH3:12])([O:9][CH3:10])[C:6]([O:13][CH2:14][CH2:15][CH2:16]Cl)=[CH:5][C:4]=1[N:18]=[CH:19][N:20]([CH3:22])[CH3:21])#[N:2].[NH:23]1[CH2:28][CH2:27][CH2:26][CH2:25][CH2:24]1.C([O-])([O-])=O.[K+].[K+]. Product: [C:1]([C:3]1[CH2:8][C:7]([O:11][CH3:12])([O:9][CH3:10])[C:6]([O:13][CH2:14][CH2:15][CH2:16][N:23]2[CH2:28][CH2:27][CH2:26][CH2:25][CH2:24]2)=[CH:5][C:4]=1[N:18]=[CH:19][N:20]([CH3:22])[CH3:21])#[N:2]. The catalyst class is: 10. (2) Reactant: C([O:4][C:5]1[CH:10]=[CH:9][C:8]([C:11]#[C:12][C:13]([OH:42])([CH2:27][C:28]2([C:31]3[CH:36]=[C:35]([C:37]([F:40])([F:39])[F:38])[CH:34]=[CH:33][C:32]=3[F:41])[CH2:30][CH2:29]2)[C:14]([NH:16][C:17]2[CH:18]=[C:19]3[C:24](=[CH:25][CH:26]=2)[C:22](=[O:23])[O:21][CH2:20]3)=[O:15])=[CH:7][CH:6]=1)(=O)C.C(=O)(O)[O-].[Na+]. Product: [OH:42][C:13]([C:12]#[C:11][C:8]1[CH:9]=[CH:10][C:5]([OH:4])=[CH:6][CH:7]=1)([CH2:27][C:28]1([C:31]2[CH:36]=[C:35]([C:37]([F:38])([F:40])[F:39])[CH:34]=[CH:33][C:32]=2[F:41])[CH2:29][CH2:30]1)[C:14]([NH:16][C:17]1[CH:18]=[C:19]2[C:24](=[CH:25][CH:26]=1)[C:22](=[O:23])[O:21][CH2:20]2)=[O:15]. The catalyst class is: 125. (3) Reactant: [F:1][C:2]1[CH:7]=[CH:6][C:5]([C:8]2(O)[C:17]3[N:16]=[CH:15][CH:14]=[CH:13][C:12]=3[CH2:11][CH2:10][CH2:9]2)=[CH:4][CH:3]=1.CS(O)(=O)=O. Product: [F:1][C:2]1[CH:3]=[CH:4][C:5]([C:8]2[C:17]3[N:16]=[CH:15][CH:14]=[CH:13][C:12]=3[CH2:11][CH2:10][CH:9]=2)=[CH:6][CH:7]=1. The catalyst class is: 691. (4) Product: [NH2:22][C:23]1[C:28]([C:29]#[N:30])=[C:27]([NH:1][CH:2]([C:4]2[N:5]=[C:6]3[CH:20]=[CH:19][CH:18]=[C:17]([CH3:21])[N:7]3[C:8](=[O:16])[C:9]=2[C:10]2[CH:15]=[CH:14][CH:13]=[CH:12][CH:11]=2)[CH3:3])[N:26]=[CH:25][N:24]=1. Reactant: [NH2:1][CH:2]([C:4]1[N:5]=[C:6]2[CH:20]=[CH:19][CH:18]=[C:17]([CH3:21])[N:7]2[C:8](=[O:16])[C:9]=1[C:10]1[CH:15]=[CH:14][CH:13]=[CH:12][CH:11]=1)[CH3:3].[NH2:22][C:23]1[C:28]([C:29]#[N:30])=[C:27](N)[N:26]=[CH:25][N:24]=1.C(N(C(C)C)CC)(C)C. The catalyst class is: 51. (5) Reactant: [CH3:1][C:2]1[CH:3]=[C:4]([C:9]([C:11]2[C:20](=[O:21])[C:19]3[C:14](=[CH:15][CH:16]=[CH:17][CH:18]=3)[NH:13][CH:12]=2)=[O:10])[CH:5]=[N:6][C:7]=1[CH3:8].[H-].[Na+].Br[CH2:25][C:26]1[CH:31]=[CH:30][CH:29]=[C:28]([C:32]([F:35])([F:34])[F:33])[N:27]=1. Product: [CH3:1][C:2]1[CH:3]=[C:4]([C:9]([C:11]2[C:20](=[O:21])[C:19]3[C:14](=[CH:15][CH:16]=[CH:17][CH:18]=3)[N:13]([CH2:25][C:26]3[CH:31]=[CH:30][CH:29]=[C:28]([C:32]([F:34])([F:33])[F:35])[N:27]=3)[CH:12]=2)=[O:10])[CH:5]=[N:6][C:7]=1[CH3:8]. The catalyst class is: 9. (6) Reactant: [Br:1][C:2]1[CH:11]=[C:10]2[C:5]([N:6]=[C:7](Cl)[C:8]3[N:9]2[C:12]([O:15][CH3:16])=[N:13][N:14]=3)=[CH:4][CH:3]=1.C(=O)(O)[O-].[Na+].[CH:23]([NH2:26])([CH3:25])[CH3:24]. Product: [Br:1][C:2]1[CH:11]=[C:10]2[C:5]([N:6]=[C:7]([NH:26][CH:23]([CH3:25])[CH3:24])[C:8]3[N:9]2[C:12]([O:15][CH3:16])=[N:13][N:14]=3)=[CH:4][CH:3]=1. The catalyst class is: 31. (7) Reactant: [C:1]([O:5][C:6]([N:8]1[CH2:17][C:12]2([CH2:16][CH2:15][CH2:14][CH2:13]2)[N:11](CC2C=CC=CC=2)[CH2:10][C:9]1([CH3:26])[CH3:25])=[O:7])([CH3:4])([CH3:3])[CH3:2]. Product: [C:1]([O:5][C:6]([N:8]1[CH2:17][C:12]2([CH2:16][CH2:15][CH2:14][CH2:13]2)[NH:11][CH2:10][C:9]1([CH3:26])[CH3:25])=[O:7])([CH3:4])([CH3:2])[CH3:3]. The catalyst class is: 19.